This data is from Forward reaction prediction with 1.9M reactions from USPTO patents (1976-2016). The task is: Predict the product of the given reaction. (1) Given the reactants [NH:1]1[C:5]2[CH:6]=[CH:7][CH:8]=[CH:9][C:4]=2[N:3]=[N:2]1.[Cl:10][C:11]1[CH:19]=[CH:18][C:14]([C:15]([NH2:17])=[O:16])=[CH:13][CH:12]=1.[C:20]1([CH3:30])[CH:25]=[CH:24]C(S(O)(=O)=O)=CC=1, predict the reaction product. The product is: [N:1]1([CH:30]([CH:20]2[CH2:25][CH2:24]2)[NH:17][C:15](=[O:16])[C:14]2[CH:18]=[CH:19][C:11]([Cl:10])=[CH:12][CH:13]=2)[C:5]2[CH:6]=[CH:7][CH:8]=[CH:9][C:4]=2[N:3]=[N:2]1. (2) Given the reactants [F:1][C:2]1[CH:7]=[CH:6][CH:5]=[CH:4][C:3]=1[CH2:8][CH2:9][OH:10].CC(OI1(OC(C)=O)(OC(C)=O)OC(=O)C2C=CC=CC1=2)=O.S([O-])([O-])(=O)=S.[Na+].[Na+], predict the reaction product. The product is: [F:1][C:2]1[CH:7]=[CH:6][CH:5]=[CH:4][C:3]=1[CH2:8][CH:9]=[O:10]. (3) Given the reactants C([NH:4][C:5]1[CH:10]=[CH:9][C:8]([S:11]([NH2:14])(=[O:13])=[O:12])=[C:7]([F:15])[CH:6]=1)(=O)C.[OH-].[Na+].Cl, predict the reaction product. The product is: [NH2:4][C:5]1[CH:10]=[CH:9][C:8]([S:11]([NH2:14])(=[O:12])=[O:13])=[C:7]([F:15])[CH:6]=1.